This data is from Reaction yield outcomes from USPTO patents with 853,638 reactions. The task is: Predict the reaction yield, written as a fraction of the theoretical maximum amount of product (1.0 means a 100% yield; for example, 0.34 means a 34% yield). The reactants are [NH2:1][C:2]1[CH:10]=[CH:9][C:5]([C:6]([OH:8])=O)=[CH:4][C:3]=1[O:11][CH3:12].[CH2:13]1[C@H:22]2[C@H:17]([CH2:18][CH2:19][C:20]3[CH:26]=[CH:25][CH:24]=[CH:23][C:21]=32)[NH:16][CH2:15][CH2:14]1.F[P-](F)(F)(F)(F)F.N1(OC(N(C)C)=[N+](C)C)C2N=CC=CC=2N=N1. No catalyst specified. The product is [NH2:1][C:2]1[CH:10]=[CH:9][C:5]([C:6]([N:16]2[C@@H:17]3[C@@H:22]([C:21]4[CH:23]=[CH:24][CH:25]=[CH:26][C:20]=4[CH2:19][CH2:18]3)[CH2:13][CH2:14][CH2:15]2)=[O:8])=[CH:4][C:3]=1[O:11][CH3:12]. The yield is 0.640.